Dataset: NCI-60 drug combinations with 297,098 pairs across 59 cell lines. Task: Regression. Given two drug SMILES strings and cell line genomic features, predict the synergy score measuring deviation from expected non-interaction effect. Drug 2: CC=C1C(=O)NC(C(=O)OC2CC(=O)NC(C(=O)NC(CSSCCC=C2)C(=O)N1)C(C)C)C(C)C. Cell line: EKVX. Drug 1: CCC1=CC2CC(C3=C(CN(C2)C1)C4=CC=CC=C4N3)(C5=C(C=C6C(=C5)C78CCN9C7C(C=CC9)(C(C(C8N6C)(C(=O)OC)O)OC(=O)C)CC)OC)C(=O)OC.C(C(C(=O)O)O)(C(=O)O)O. Synergy scores: CSS=60.4, Synergy_ZIP=14.5, Synergy_Bliss=15.1, Synergy_Loewe=15.2, Synergy_HSA=18.2.